Dataset: Full USPTO retrosynthesis dataset with 1.9M reactions from patents (1976-2016). Task: Predict the reactants needed to synthesize the given product. (1) Given the product [Cl:1][C:2]1[CH:3]=[CH:4][CH:5]=[C:6]2[C:11]=1[N:10]=[C:9]([C:12]([F:21])([F:20])[C:13]1[N:18]=[CH:17][C:16]([F:19])=[CH:15][N:14]=1)[N:8]=[C:7]2[NH:43][C:40]1[CH:39]=[C:38]([CH3:37])[NH:42][N:41]=1, predict the reactants needed to synthesize it. The reactants are: [Cl:1][C:2]1[CH:3]=[CH:4][CH:5]=[C:6]2[C:11]=1[N:10]=[C:9]([C:12]([F:21])([F:20])[C:13]1[N:18]=[CH:17][C:16]([F:19])=[CH:15][N:14]=1)[N:8]=[C:7]2O.P(Br)(Br)(Br)=O.CCN(C(C)C)C(C)C.[CH3:37][C:38]1[NH:42][N:41]=[C:40]([NH2:43])[CH:39]=1. (2) Given the product [Br:20][C:21]1[CH:22]=[C:23]([N:27]2[C:35]3[C:30](=[CH:31][C:32]([O:36][C@H:37]([C:46]4[CH:47]=[N:48][C:49]([O:52][CH3:53])=[CH:50][CH:51]=4)[C@@H:38]([NH:45][C:15](=[O:16])[C:14]([F:19])([F:13])[CH3:18])[CH2:39][O:40][C:41]([CH3:44])([CH3:43])[CH3:42])=[CH:33][CH:34]=3)[CH:29]=[N:28]2)[CH:24]=[CH:25][CH:26]=1, predict the reactants needed to synthesize it. The reactants are: C(N1C=CN=C1)(N1C=CN=C1)=O.[F:13][C:14]([F:19])([CH3:18])[C:15](O)=[O:16].[Br:20][C:21]1[CH:22]=[C:23]([N:27]2[C:35]3[C:30](=[CH:31][C:32]([O:36][C@H:37]([C:46]4[CH:47]=[N:48][C:49]([O:52][CH3:53])=[CH:50][CH:51]=4)[C@@H:38]([NH2:45])[CH2:39][O:40][C:41]([CH3:44])([CH3:43])[CH3:42])=[CH:33][CH:34]=3)[CH:29]=[N:28]2)[CH:24]=[CH:25][CH:26]=1.O. (3) Given the product [CH3:1][O:2][C:3]1[CH:27]=[CH:26][C:6]([CH2:7][N:8]2[C:16]3[C:11](=[CH:12][C:13]([CH:17]=[C:18]4[S:22][C:21]([N:32]5[CH2:35][CH:34]([C:36]([OH:38])=[O:37])[CH2:33]5)=[N:20][C:19]4=[O:25])=[CH:14][CH:15]=3)[CH:10]=[N:9]2)=[C:5]([C:28]([F:29])([F:31])[F:30])[CH:4]=1, predict the reactants needed to synthesize it. The reactants are: [CH3:1][O:2][C:3]1[CH:27]=[CH:26][C:6]([CH2:7][N:8]2[C:16]3[C:11](=[CH:12][C:13]([CH:17]=[C:18]4[S:22][C:21](SC)=[N:20][C:19]4=[O:25])=[CH:14][CH:15]=3)[CH:10]=[N:9]2)=[C:5]([C:28]([F:31])([F:30])[F:29])[CH:4]=1.[NH:32]1[CH2:35][CH:34]([C:36]([OH:38])=[O:37])[CH2:33]1. (4) Given the product [CH2:7]([C:14]1([CH3:32])[N:19]([CH3:20])[C:18](=[O:21])[C:17](=[CH:22][C:23]2[C:24]([N:46]3[CH2:51][CH2:50][O:49][CH2:48][CH2:47]3)=[N:25][CH:26]=[CH:27][CH:28]=2)[N:16]([CH3:30])[C:15]1=[O:31])[C:8]1[CH:13]=[CH:12][CH:11]=[CH:10][CH:9]=1, predict the reactants needed to synthesize it. The reactants are: C([O-])([O-])=O.[Cs+].[Cs+].[CH2:7]([C:14]1([CH3:32])[N:19]([CH3:20])[C:18](=[O:21])/[C:17](=[CH:22]/[C:23]2[C:24](I)=[N:25][CH:26]=[CH:27][CH:28]=2)/[N:16]([CH3:30])[C:15]1=[O:31])[C:8]1[CH:13]=[CH:12][CH:11]=[CH:10][CH:9]=1.C(O)(=O)CC(CC(O)=O)(C(O)=O)O.[NH:46]1[CH2:51][CH2:50][O:49][CH2:48][CH2:47]1. (5) Given the product [CH2:1]([O:4][NH:5][CH:18]1[CH2:23][NH:22][C@@H:21]([C:24]([NH2:26])=[O:25])[C:20]([CH:27]2[CH2:28][CH2:29]2)=[CH:19]1)[CH:2]=[CH2:3], predict the reactants needed to synthesize it. The reactants are: [CH2:1]([O:4][N:5]([C@H:18]1[CH2:23][NH:22][C@H:21]([C:24]([NH2:26])=[O:25])[C:20]([CH:27]2[CH2:29][CH2:28]2)=[CH:19]1)S(C1C=CC=CC=1[N+]([O-])=O)(=O)=O)[CH:2]=[CH2:3].C(ON[C@@H]1C(C)=C[C@@H](CO[Si](C(C)(C)C)(C)C)NC1)C=C. (6) Given the product [CH2:21]([C:14]1([C:24]2[CH:25]=[CH:26][CH:27]=[CH:28][CH:29]=2)[CH2:13][CH2:12][N:11]([C@H:8]([C:5]2[CH:4]=[CH:3][C:2]([Br:1])=[CH:7][CH:6]=2)[CH2:9][CH3:10])[C:16](=[O:18])[CH2:15]1)[CH:22]=[CH2:23], predict the reactants needed to synthesize it. The reactants are: [Br:1][C:2]1[CH:7]=[CH:6][C:5]([C@@H:8]([NH:11][CH2:12][CH2:13][C:14]([C:24]2[CH:29]=[CH:28][CH:27]=[CH:26][CH:25]=2)([CH2:21][CH:22]=[CH2:23])[CH2:15][C:16]([O:18]CC)=O)[CH2:9][CH3:10])=[CH:4][CH:3]=1.C1CCN2C(=NCCC2)CC1.